This data is from Forward reaction prediction with 1.9M reactions from USPTO patents (1976-2016). The task is: Predict the product of the given reaction. Given the reactants [F:1][C:2]1[C:7]([F:8])=[CH:6][CH:5]=[C:4]([C:9]#[N:10])[C:3]=1[NH:11][C:12]1[CH:17]=[CH:16][C:15]([I:18])=[CH:14][C:13]=1[CH3:19].[N-:20]=[N+:21]=[N-:22].[Na+].Cl.C(N(CC)CC)C, predict the reaction product. The product is: [F:1][C:2]1[C:7]([F:8])=[CH:6][CH:5]=[C:4]([C:9]2[NH:22][N:21]=[N:20][N:10]=2)[C:3]=1[NH:11][C:12]1[CH:17]=[CH:16][C:15]([I:18])=[CH:14][C:13]=1[CH3:19].